Dataset: CYP2C19 inhibition data for predicting drug metabolism from PubChem BioAssay. Task: Regression/Classification. Given a drug SMILES string, predict its absorption, distribution, metabolism, or excretion properties. Task type varies by dataset: regression for continuous measurements (e.g., permeability, clearance, half-life) or binary classification for categorical outcomes (e.g., BBB penetration, CYP inhibition). Dataset: cyp2c19_veith. (1) The molecule is C[C@@H](C(=O)Nc1ccc2ccccc2c1)[C@H]1C[C@]1(C)[C@H](NS(=O)(=O)c1ccccc1)c1ccccc1. The result is 1 (inhibitor). (2) The molecule is CCCCOC1(c2ccccc2)OC(=O)c2ccccc21. The result is 1 (inhibitor).